Dataset: Full USPTO retrosynthesis dataset with 1.9M reactions from patents (1976-2016). Task: Predict the reactants needed to synthesize the given product. (1) Given the product [CH3:1][C:2]1[CH:7]=[CH:6][C:5]([CH3:8])=[CH:4][C:3]=1[C:9]1([F:24])[C:13](=[O:14])[C:12]2([CH2:19][CH2:18][N:17]([O:20][CH3:21])[CH2:16][CH2:15]2)[NH:11][C:10]1=[O:22], predict the reactants needed to synthesize it. The reactants are: [CH3:1][C:2]1[CH:7]=[CH:6][C:5]([CH3:8])=[CH:4][C:3]=1[CH:9]1[C:13](=[O:14])[C:12]2([CH2:19][CH2:18][N:17]([O:20][CH3:21])[CH2:16][CH2:15]2)[NH:11][C:10]1=[O:22].[B-](F)(F)(F)[F:24].[B-](F)(F)(F)F.C1[N+]2(CCl)CC[N+](F)(CC2)C1. (2) Given the product [CH2:10]([O:9][C:7]([N:17]1[CH2:18][CH2:22][CH2:23][CH:1]1[C:2]([Cl:4])=[O:3])=[O:8])[C:11]1[CH:16]=[CH:15][CH:14]=[CH:13][CH:12]=1, predict the reactants needed to synthesize it. The reactants are: [C:1](Cl)(=O)[C:2]([Cl:4])=[O:3].[C:7]([N:17]1C[CH2:23][CH2:22][CH:18]1C(O)=O)([O:9][CH2:10][C:11]1[CH:16]=[CH:15][CH:14]=[CH:13][CH:12]=1)=[O:8].